Task: Predict the product of the given reaction.. Dataset: Forward reaction prediction with 1.9M reactions from USPTO patents (1976-2016) (1) Given the reactants [H-].[H-].[H-].[H-].[Li+].[Al+3].[OH:7][CH:8]([CH:11]1[CH2:16][CH2:15][N:14]([CH2:17][C:18]2[CH:23]=[CH:22][CH:21]=[CH:20][CH:19]=2)[CH2:13][CH2:12]1)[C:9]#[N:10], predict the reaction product. The product is: [NH2:10][CH2:9][CH:8]([CH:11]1[CH2:12][CH2:13][N:14]([CH2:17][C:18]2[CH:19]=[CH:20][CH:21]=[CH:22][CH:23]=2)[CH2:15][CH2:16]1)[OH:7]. (2) Given the reactants [Br:1][C:2]1[CH:3]=[C:4]([NH:8][C@H:9]([C:12]2[CH:17]=[CH:16][CH:15]=[CH:14][CH:13]=2)[CH2:10][NH2:11])[CH:5]=[N:6][CH:7]=1.C(N(CC)C(C)C)(C)C.[C:27](Cl)(=[O:30])[CH2:28][CH3:29], predict the reaction product. The product is: [Br:1][C:2]1[CH:3]=[C:4]([NH:8][C@H:9]([C:12]2[CH:17]=[CH:16][CH:15]=[CH:14][CH:13]=2)[CH2:10][NH:11][C:27](=[O:30])[CH2:28][CH3:29])[CH:5]=[N:6][CH:7]=1. (3) Given the reactants [Br:1][C:2]1[CH:3]=[C:4]2[C:9](=[CH:10][CH:11]=1)[N:8]=[CH:7][N:6]([C:12]1[CH:13]=[C:14]([CH:19]=[CH:20][C:21]=1[CH3:22])[C:15]([O:17]C)=[O:16])[C:5]2=[O:23], predict the reaction product. The product is: [Br:1][C:2]1[CH:3]=[C:4]2[C:9](=[CH:10][CH:11]=1)[N:8]=[CH:7][N:6]([C:12]1[CH:13]=[C:14]([CH:19]=[CH:20][C:21]=1[CH3:22])[C:15]([OH:17])=[O:16])[C:5]2=[O:23]. (4) Given the reactants [Cl:1][C:2]1[CH:21]=[CH:20][C:5]2[S:6][CH:7]=[C:8]([CH2:9][N:10]3[C:14]4[CH:15]=[CH:16][CH:17]=[CH:18][C:13]=4[NH:12][C:11]3=[O:19])[C:4]=2[CH:3]=1.[C:22]([O:26][CH2:27][CH3:28])(=[O:25])[CH:23]=[CH2:24].[OH-].C([N+](C)(C)C)C1C=CC=CC=1, predict the reaction product. The product is: [CH2:27]([O:26][C:22](=[O:25])[CH2:23][CH2:24][N:12]1[C:13]2[CH:18]=[CH:17][CH:16]=[CH:15][C:14]=2[N:10]([CH2:9][C:8]2[C:4]3[CH:3]=[C:2]([Cl:1])[CH:21]=[CH:20][C:5]=3[S:6][CH:7]=2)[C:11]1=[O:19])[CH3:28]. (5) Given the reactants [F:1][C:2]1[C:15]2[NH:14][CH2:13][C:12]3[C:8]4=[C:9]([C:16](=[O:20])[N:17]([CH3:19])[CH:18]=[C:7]4[C:6]=2[CH:5]=[C:4]([F:21])[CH:3]=1)[NH:10][CH:11]=3.[C:22]([CH2:26][C:27](Cl)=[O:28])([CH3:25])([CH3:24])[CH3:23].C(N(C(C)C)C(C)C)C, predict the reaction product. The product is: [CH3:23][C:22]([CH3:25])([CH3:24])[CH2:26][C:27]([N:14]1[CH2:13][C:12]2[C:8]3=[C:9]([C:16](=[O:20])[N:17]([CH3:19])[CH:18]=[C:7]3[C:6]3[CH:5]=[C:4]([F:21])[CH:3]=[C:2]([F:1])[C:15]1=3)[NH:10][CH:11]=2)=[O:28].